Dataset: Catalyst prediction with 721,799 reactions and 888 catalyst types from USPTO. Task: Predict which catalyst facilitates the given reaction. Reactant: [OH:1][C@@H:2]([C:16]1[CH:21]=[CH:20][CH:19]=[CH:18][CH:17]=1)[C:3]([NH:5][C@H:6]1[CH2:15][C:14]2[C:9](=[CH:10][CH:11]=[CH:12][CH:13]=2)[NH:8][CH2:7]1)=[O:4].[F:22][C:23]1[CH:30]=[CH:29][C:26]([CH:27]=O)=[CH:25][CH:24]=1.C(O)(=O)C.C(O[BH-](OC(=O)C)OC(=O)C)(=O)C.[Na+]. Product: [F:22][C:23]1[CH:30]=[CH:29][C:26]([CH2:27][N:8]2[C:9]3[C:14](=[CH:13][CH:12]=[CH:11][CH:10]=3)[CH2:15][C@H:6]([NH:5][C:3](=[O:4])[C@@H:2]([OH:1])[C:16]3[CH:21]=[CH:20][CH:19]=[CH:18][CH:17]=3)[CH2:7]2)=[CH:25][CH:24]=1. The catalyst class is: 279.